From a dataset of Full USPTO retrosynthesis dataset with 1.9M reactions from patents (1976-2016). Predict the reactants needed to synthesize the given product. (1) Given the product [CH:16]1([CH2:15][C@H:11]([CH2:10][N:9]([CH:21]=[O:22])[OH:8])[C:12]([NH:24][C@H:25]([C:26]([N:28]2[CH2:29][CH2:30][CH:31]([NH:34][S:35]([C:38]3[CH:43]=[CH:42][C:41]([F:44])=[CH:40][C:39]=3[F:45])(=[O:37])=[O:36])[CH2:32][CH2:33]2)=[O:27])[C:46]([CH3:47])([CH3:49])[CH3:48])=[O:14])[CH2:17][CH2:18][CH2:19][CH2:20]1, predict the reactants needed to synthesize it. The reactants are: C([O:8][N:9]([CH:21]=[O:22])[CH2:10][C@@H:11]([CH2:15][CH:16]1[CH2:20][CH2:19][CH2:18][CH2:17]1)[C:12]([OH:14])=O)C1C=CC=CC=1.Cl.[NH2:24][C@@H:25]([C:46]([CH3:49])([CH3:48])[CH3:47])[C:26]([N:28]1[CH2:33][CH2:32][CH:31]([NH:34][S:35]([C:38]2[CH:43]=[CH:42][C:41]([F:44])=[CH:40][C:39]=2[F:45])(=[O:37])=[O:36])[CH2:30][CH2:29]1)=[O:27]. (2) The reactants are: [Cl:1][C:2]1[CH:3]=[N:4][C:5]([O:11][CH2:12][C:13]2[CH:18]=[CH:17][C:16]([Cl:19])=[CH:15][CH:14]=2)=[C:6]([CH:10]=1)[C:7]([OH:9])=O.Cl.[NH2:21][C@H:22]([C:24]1[CH:33]=[CH:32][C:27]([C:28]([O:30][CH3:31])=[O:29])=[CH:26][CH:25]=1)[CH3:23]. Given the product [Cl:1][C:2]1[CH:10]=[C:6]([C:7]([NH:21][C@H:22]([C:24]2[CH:33]=[CH:32][C:27]([C:28]([O:30][CH3:31])=[O:29])=[CH:26][CH:25]=2)[CH3:23])=[O:9])[C:5]([O:11][CH2:12][C:13]2[CH:18]=[CH:17][C:16]([Cl:19])=[CH:15][CH:14]=2)=[N:4][CH:3]=1, predict the reactants needed to synthesize it.